This data is from Full USPTO retrosynthesis dataset with 1.9M reactions from patents (1976-2016). The task is: Predict the reactants needed to synthesize the given product. (1) The reactants are: [CH3:1][C:2]1[CH2:7][CH2:6][CH2:5][C:4]([CH3:9])([CH3:8])[C:3]=1/[CH:10]=[CH:11]/[C:12](/[CH3:22])=[CH:13]/[CH:14]=[CH:15]/[C:16](/[CH3:21])=[CH:17]/[C:18]([OH:20])=O.C(N(CC)CC)C.CC(C)(C)C(Cl)=O.[NH2:37][C:38]1[CH:43]=[CH:42][C:41]([OH:44])=[CH:40][CH:39]=1. Given the product [CH3:1][C:2]1[CH2:7][CH2:6][CH2:5][C:4]([CH3:8])([CH3:9])[C:3]=1/[CH:10]=[CH:11]/[C:12](/[CH3:22])=[CH:13]/[CH:14]=[CH:15]/[C:16](/[CH3:21])=[CH:17]/[C:18]([NH:37][C:38]1[CH:39]=[CH:40][C:41]([OH:44])=[CH:42][CH:43]=1)=[O:20], predict the reactants needed to synthesize it. (2) Given the product [CH2:25]([N:17]([CH2:18][C:19]1[CH:20]=[CH:21][CH:22]=[CH:23][CH:24]=1)[CH2:16][CH2:15][C:14]([C:6]1[CH:7]=[CH:8][C:3]([O:2][CH3:1])=[CH:4][CH:5]=1)([C:6]1[CH:7]=[CH:8][C:3]([O:2][CH3:1])=[CH:4][CH:5]=1)[OH:32])[C:26]1[CH:27]=[CH:28][CH:29]=[CH:30][CH:31]=1, predict the reactants needed to synthesize it. The reactants are: [CH3:1][O:2][C:3]1[CH:8]=[CH:7][C:6]([Mg]Br)=[CH:5][CH:4]=1.C(O[C:14](=[O:32])[CH2:15][CH2:16][N:17]([CH2:25][C:26]1[CH:31]=[CH:30][CH:29]=[CH:28][CH:27]=1)[CH2:18][C:19]1[CH:24]=[CH:23][CH:22]=[CH:21][CH:20]=1)C.